Task: Predict which catalyst facilitates the given reaction.. Dataset: Catalyst prediction with 721,799 reactions and 888 catalyst types from USPTO (1) Reactant: [O:1]1[CH:5]=[CH:4][CH:3]=[C:2]1[C:6](Cl)=[O:7].[F:9][C:10]1[CH:11]=[C:12]2[C:17](=[CH:18][CH:19]=1)[N:16]([CH3:20])[C:15](=[O:21])[C:14]([C:22]#[N:23])=[C:13]2[N:24]1[CH2:29][CH2:28][NH:27][CH2:26][CH2:25]1. Product: [F:9][C:10]1[CH:11]=[C:12]2[C:17](=[CH:18][CH:19]=1)[N:16]([CH3:20])[C:15](=[O:21])[C:14]([C:22]#[N:23])=[C:13]2[N:24]1[CH2:25][CH2:26][N:27]([C:6]([C:2]2[O:1][CH:5]=[CH:4][CH:3]=2)=[O:7])[CH2:28][CH2:29]1. The catalyst class is: 17. (2) Reactant: N1C=CC=C(OC2C=NC=CC=2)C=1.C(OCC[N+](C)(C)C)(=O)C.[OH:24][CH2:25][C@@H:26]1[CH2:31][N:30]([CH2:32][C:33]([N:35]2[C:43]3[C:38](=[CH:39][CH:40]=[CH:41][CH:42]=3)[CH2:37][CH2:36]2)=[O:34])[CH2:29][CH2:28][O:27]1.[C:44]1(P([C:44]2[CH:49]=[CH:48][CH:47]=[CH:46][CH:45]=2)[C:44]2[CH:49]=[CH:48][CH:47]=[CH:46][CH:45]=2)[CH:49]=[CH:48][CH:47]=[CH:46][CH:45]=1.N(C(OCC)=O)=NC(OCC)=O.C1(O)C=CC=CC=1. Product: [N:35]1([C:33](=[O:34])[CH2:32][N:30]2[CH2:29][CH2:28][O:27][C@H:26]([CH2:25][O:24][C:44]3[CH:49]=[CH:48][CH:47]=[CH:46][CH:45]=3)[CH2:31]2)[C:43]2[C:38](=[CH:39][CH:40]=[CH:41][CH:42]=2)[CH2:37][CH2:36]1. The catalyst class is: 1. (3) Reactant: [C:1]([O:5][C:6](=[O:19])[CH2:7][C@H:8]1[CH2:13][C@@H:12]([CH2:14][CH2:15][NH2:16])[O:11][C:10]([CH3:18])([CH3:17])[O:9]1)([CH3:4])([CH3:3])[CH3:2].[CH3:20][O:21][C:22](=[O:32])[CH:23](Br)[C:24]1[CH:29]=[CH:28][C:27]([F:30])=[CH:26][CH:25]=1.C(N(CC)CC)C. Product: [CH3:20][O:21][C:22](=[O:32])[CH:23]([NH:16][CH2:15][CH2:14][C@@H:12]1[CH2:13][C@H:8]([CH2:7][C:6]([O:5][C:1]([CH3:3])([CH3:2])[CH3:4])=[O:19])[O:9][C:10]([CH3:18])([CH3:17])[O:11]1)[C:24]1[CH:29]=[CH:28][C:27]([F:30])=[CH:26][CH:25]=1. The catalyst class is: 10. (4) Reactant: [CH3:1][O:2][CH2:3][CH2:4][N:5]1[C:9]2[CH:10]=[CH:11][C:12]([C:14]([OH:16])=O)=[CH:13][C:8]=2[N:7]=[C:6]1[NH:17][C:18]1[S:19][C:20]2[CH:26]=[C:25]([O:27][C:28]([F:31])([F:30])[F:29])[CH:24]=[CH:23][C:21]=2[N:22]=1.CN.[CH3:34][N:35](C(ON1N=NC2C=CC=CC1=2)=[N+](C)C)C.F[P-](F)(F)(F)(F)F.CCN(C(C)C)C(C)C. Product: [CH3:34][NH:35][C:14]([C:12]1[CH:11]=[CH:10][C:9]2[N:5]([CH2:4][CH2:3][O:2][CH3:1])[C:6]([NH:17][C:18]3[S:19][C:20]4[CH:26]=[C:25]([O:27][C:28]([F:29])([F:30])[F:31])[CH:24]=[CH:23][C:21]=4[N:22]=3)=[N:7][C:8]=2[CH:13]=1)=[O:16]. The catalyst class is: 3.